Dataset: NCI-60 drug combinations with 297,098 pairs across 59 cell lines. Task: Regression. Given two drug SMILES strings and cell line genomic features, predict the synergy score measuring deviation from expected non-interaction effect. (1) Drug 1: C1CC(=O)NC(=O)C1N2CC3=C(C2=O)C=CC=C3N. Drug 2: CCC(=C(C1=CC=CC=C1)C2=CC=C(C=C2)OCCN(C)C)C3=CC=CC=C3.C(C(=O)O)C(CC(=O)O)(C(=O)O)O. Cell line: M14. Synergy scores: CSS=-2.11, Synergy_ZIP=0.301, Synergy_Bliss=-1.97, Synergy_Loewe=-2.22, Synergy_HSA=-2.82. (2) Drug 1: C1CCC(CC1)NC(=O)N(CCCl)N=O. Drug 2: C1=CC=C(C(=C1)C(C2=CC=C(C=C2)Cl)C(Cl)Cl)Cl. Cell line: HCT-15. Synergy scores: CSS=44.9, Synergy_ZIP=4.58, Synergy_Bliss=8.55, Synergy_Loewe=8.30, Synergy_HSA=8.04.